From a dataset of Experimentally validated miRNA-target interactions with 360,000+ pairs, plus equal number of negative samples. Binary Classification. Given a miRNA mature sequence and a target amino acid sequence, predict their likelihood of interaction. (1) The miRNA is hsa-miR-6890-3p with sequence CCACUGCCUAUGCCCCACAG. The protein sequence of the target gene is MQSRLLLLGAPGGHGGPASRRMRLLLRQVVQRRPGGDRQRPEVRLLHAGSGADTGDTVNIGDVSYKLKIPKNPELVPQNYISDSLAQSVVQHLRWIMQKDLLGQDVFLIGPPGPLRRSIAMQYLELTKREVEYIALSRDTTETDLKQRREIRAGTAFYIDQCAVRAATEGRTLILEGLEKAERNVLPVLNNLLENREMQLEDGRFLMSAERYDKLLRDHTKKELDSWKIVRVSENFRVIALGLPVPRYSGNPLDPPLRSRFQARDIYYLPFKDQLKLLYSIGANVSAEKVSQLLSFATTL.... Result: 0 (no interaction). (2) The miRNA is hsa-miR-411-5p with sequence UAGUAGACCGUAUAGCGUACG. The protein sequence of the target gene is MFVKSETLELKEEEEVLMLLGSASPASATLTPMSSSADEEEDEELRRPGSARGQRGAEAEQGVQGSPASGAGGCRPGRLLGLMHECKRRPSRSRAVSRGAKTAETVQRIKKTRRLKANNRERNRMHNLNAALDALREVLPTFPEDAKLTKIETLRFAHNYIWALTETLRLADHCAGAGGLQGALFTEAVLLSPGAALGASGDSPSPPSSWSCTNSPASSSNSTSPYSCTLSPASPGSDVDYWQPPPPEKHRYAPHLPLARDCI. Result: 0 (no interaction). (3) The miRNA is hsa-miR-183-3p with sequence GUGAAUUACCGAAGGGCCAUAA. The protein sequence of the target gene is MGSLTFRDVAIEFSLEEWQCLDTAQQNLYRNVMLENYRNLVFLGIAAFKPDLIIFLEEGKESWNMKRHEMVEESPVICSHFAQDLWPEQGIEDSFQKVILRRYEKCGHENLHLKIGYTNVDECKVHKEGYNKLNQSLTTTQSKVFQRGKYANVFHKCSNSNRHKIRHTGKKHLQCKEYVRSFCMLSHLSQHKRIYTRENSYKCEEGGKAFNWSSTLTYYKSAHTGEKPYRCKECGKAFSKFSILTKHKVIHTGEKSYKCEECGKAFNQSAILTKHKIIHTGEKPNKCEECGKAFSKVSTL.... Result: 1 (interaction). (4) The miRNA is hsa-miR-1202 with sequence GUGCCAGCUGCAGUGGGGGAG. The protein sequence of the target gene is MSRFVQDLSKAMSQDGASQFQEVIRQELELSVKKELEKILTTASSHEFEHTKKDLDGFRKLFHRFLQEKGPSVDWGKIQRPPEDSIQPYEKIKARGLPDNISSVLNKLVVVKLNGGLGTSMGCKGPKSLIGVRNENTFLDLTVQQIEHLNKTYNTDVPLVLMNSFNTDEDTKKILQKYNHCRVKIYTFNQSRYPRINKESLLPVAKDVSYSGENTEAWYPPGHGDIYASFYNSGLLDTFIGEGKEYIFVSNIDNLGATVDLYILNHLMNPPNGKRCEFVMEVTNKTRADVKGGTLTQYEG.... Result: 0 (no interaction).